Dataset: Forward reaction prediction with 1.9M reactions from USPTO patents (1976-2016). Task: Predict the product of the given reaction. (1) The product is: [CH3:30][O:31][C:32](=[O:46])[CH2:33][CH2:34][CH2:35][CH2:36][CH2:37][C@H:38]([O:42][CH2:43][CH:44]=[CH2:45])[C:39](=[O:41])[NH:62][C:57]1[CH:58]=[CH:59][CH:60]=[CH:61][C:56]=1[NH:55][C:53](=[O:54])[C:52]1[CH:63]=[C:64]([CH:66]=[CH2:67])[CH:65]=[C:50]([O:49][CH3:48])[CH:51]=1. Given the reactants CCOP(ON1N=NC2C=CC=CC=2C1=O)(OCC)=O.CCN(C(C)C)C(C)C.[CH3:30][O:31][C:32](=[O:46])[CH2:33][CH2:34][CH2:35][CH2:36][CH2:37][C@H:38]([O:42][CH2:43][CH:44]=[CH2:45])[C:39]([OH:41])=O.[Cl-].[CH3:48][O:49][C:50]1[CH:51]=[C:52]([CH:63]=[C:64]([CH:66]=[CH2:67])[CH:65]=1)[C:53]([NH:55][C:56]1[CH:61]=[CH:60][CH:59]=[CH:58][C:57]=1[NH3+:62])=[O:54], predict the reaction product. (2) Given the reactants [CH3:1][O:2][C:3](=[O:14])[CH2:4][O:5][C:6]1[CH:11]=[CH:10][C:9]([Cl:12])=[C:8]([NH2:13])[CH:7]=1.C([O:17][C:18](=O)[CH:19]([CH2:25][C:26]1[CH:31]=[CH:30][C:29]([N:32]2[CH:36]=[CH:35][CH:34]=[N:33]2)=[CH:28][CH:27]=1)[C:20](=O)[CH:21]([CH3:23])[CH3:22])C, predict the reaction product. The product is: [CH3:1][O:2][C:3](=[O:14])[CH2:4][O:5][C:6]1[CH:11]=[CH:10][C:9]([Cl:12])=[C:8]2[C:7]=1[C:18](=[O:17])[C:19]([CH2:25][C:26]1[CH:31]=[CH:30][C:29]([N:32]3[CH:36]=[CH:35][CH:34]=[N:33]3)=[CH:28][CH:27]=1)=[C:20]([CH:21]([CH3:23])[CH3:22])[NH:13]2.